Predict the reaction yield, written as a fraction of the theoretical maximum amount of product (1.0 means a 100% yield; for example, 0.34 means a 34% yield). From a dataset of Reaction yield outcomes from USPTO patents with 853,638 reactions. (1) The reactants are Cl[C:2]1[N:3]([CH2:24][CH:25]2[CH2:29][CH2:28][O:27][CH2:26]2)[C:4]2[C:9]([N:10]=1)=[C:8]([N:11]1[CH2:16][CH2:15][O:14][CH2:13][CH2:12]1)[N:7]=[C:6]([C:17]1[CH:18]=[N:19][C:20]([NH2:23])=[N:21][CH:22]=1)[N:5]=2.[NH:30]1[CH2:35][CH2:34][O:33][CH2:32][CH2:31]1. The catalyst is CS(C)=O. The product is [N:11]1([C:8]2[N:7]=[C:6]([C:17]3[CH:18]=[N:19][C:20]([NH2:23])=[N:21][CH:22]=3)[N:5]=[C:4]3[C:9]=2[N:10]=[C:2]([N:30]2[CH2:35][CH2:34][O:33][CH2:32][CH2:31]2)[N:3]3[CH2:24][CH:25]2[CH2:29][CH2:28][O:27][CH2:26]2)[CH2:16][CH2:15][O:14][CH2:13][CH2:12]1. The yield is 0.670. (2) The reactants are [Cl:1][C:2]1[CH:7]=[CH:6][C:5]([C:8](=O)[CH2:9][C:10](=O)[C:11]([F:14])([F:13])[F:12])=[CH:4][C:3]=1[CH3:17].[NH2:18][C:19]1[C:23]([C:24]#[N:25])=[C:22]([CH2:26][C:27]#[N:28])[NH:21][N:20]=1. No catalyst specified. The product is [Cl:1][C:2]1[CH:7]=[CH:6][C:5]([C:8]2[CH:9]=[C:10]([C:11]([F:14])([F:13])[F:12])[N:20]3[N:21]=[C:22]([CH2:26][C:27]#[N:28])[C:23]([C:24]#[N:25])=[C:19]3[N:18]=2)=[CH:4][C:3]=1[CH3:17]. The yield is 0.530.